Dataset: Peptide-MHC class II binding affinity with 134,281 pairs from IEDB. Task: Regression. Given a peptide amino acid sequence and an MHC pseudo amino acid sequence, predict their binding affinity value. This is MHC class II binding data. (1) The peptide sequence is WRSFLNKVKSLRILN. The MHC is DRB5_0101 with pseudo-sequence DRB5_0101. The binding affinity (normalized) is 0.960. (2) The peptide sequence is IPIQLLPNTLVFQAK. The MHC is DRB1_0802 with pseudo-sequence DRB1_0802. The binding affinity (normalized) is 0.327. (3) The peptide sequence is EKKYIAATQFEPLAA. The MHC is HLA-DQA10301-DQB10302 with pseudo-sequence HLA-DQA10301-DQB10302. The binding affinity (normalized) is 0.294. (4) The peptide sequence is MTSRFMTDPHAMRDM. The MHC is DRB1_1101 with pseudo-sequence DRB1_1101. The binding affinity (normalized) is 0.229. (5) The binding affinity (normalized) is 0.617. The peptide sequence is STKYNISRKIVYTLK. The MHC is DRB1_0101 with pseudo-sequence DRB1_0101. (6) The peptide sequence is KHIVWASRELERFAV. The MHC is HLA-DQA10401-DQB10402 with pseudo-sequence HLA-DQA10401-DQB10402. The binding affinity (normalized) is 0.340. (7) The MHC is DRB1_1101 with pseudo-sequence DRB1_1101. The binding affinity (normalized) is 0.0215. The peptide sequence is QGSVITVQGADDIKK. (8) The peptide sequence is FDNIYSVNIERGLGL. The MHC is DRB3_0202 with pseudo-sequence DRB3_0202. The binding affinity (normalized) is 0.198.